Predict the reaction yield, written as a fraction of the theoretical maximum amount of product (1.0 means a 100% yield; for example, 0.34 means a 34% yield). From a dataset of Reaction yield outcomes from USPTO patents with 853,638 reactions. (1) The reactants are [CH3:1][C:2]1[CH:11]=[CH:10][C:9]2[CH2:8][CH2:7][CH2:6][CH:5]([NH2:12])[C:4]=2[N:3]=1.[O:13]=[C:14]1[C:22]2[C:17](=[CH:18][CH:19]=[CH:20][CH:21]=2)[C:16](=[O:23])[N:15]1[CH2:24][CH2:25][CH2:26][CH:27]=O.C(O[BH-](OC(=O)C)OC(=O)C)(=O)C.[Na+].C(=O)(O)[O-].[Na+]. The catalyst is C(Cl)Cl. The product is [CH3:1][C:2]1[CH:11]=[CH:10][C:9]2[CH2:8][CH2:7][CH2:6][CH:5]([NH:12][CH2:27][CH2:26][CH2:25][CH2:24][N:15]3[C:16](=[O:23])[C:17]4[C:22](=[CH:21][CH:20]=[CH:19][CH:18]=4)[C:14]3=[O:13])[C:4]=2[N:3]=1. The yield is 0.790. (2) The reactants are S(Cl)([Cl:4])(=O)=O.[CH2:6]([NH:12][C:13]([N:15]1[C:19]([CH3:20])=[CH:18][C:17]([O:21][C:22]2[C:27]([Cl:28])=[CH:26][C:25]([C:29]([F:32])([F:31])[F:30])=[CH:24][C:23]=2[Cl:33])=[N:16]1)=[O:14])[CH2:7][CH2:8][CH2:9][CH2:10][CH3:11]. The catalyst is C(O)(=O)C. The product is [CH2:6]([NH:12][C:13]([N:15]1[C:19]([CH3:20])=[C:18]([Cl:4])[C:17]([O:21][C:22]2[C:27]([Cl:28])=[CH:26][C:25]([C:29]([F:32])([F:30])[F:31])=[CH:24][C:23]=2[Cl:33])=[N:16]1)=[O:14])[CH2:7][CH2:8][CH2:9][CH2:10][CH3:11]. The yield is 0.848. (3) The reactants are [OH:1][CH2:2][CH2:3][CH2:4][CH2:5][CH2:6][CH2:7][CH2:8][CH2:9][CH2:10][CH2:11][CH2:12][CH2:13][CH2:14][CH2:15][CH2:16][C:17]([OH:19])=[O:18].N1C=CC=CC=1.[C:26](Cl)(=[O:30])[C:27]([CH3:29])=[CH2:28]. The catalyst is O1CCCC1. The product is [C:26]([O:1][CH2:2][CH2:3][CH2:4][CH2:5][CH2:6][CH2:7][CH2:8][CH2:9][CH2:10][CH2:11][CH2:12][CH2:13][CH2:14][CH2:15][CH2:16][C:17]([OH:19])=[O:18])(=[O:30])[C:27]([CH3:29])=[CH2:28]. The yield is 0.640. (4) The yield is 0.930. The catalyst is CN(C)C=O. The reactants are [N:1]1[CH:6]=[CH:5]N=C[C:2]=1[C:7](N)=[O:8].[C:10]1([CH2:16][C@H:17]([NH:21][C:22]([C:24]2[CH:29]=[N:28][CH:27]=[CH:26][N:25]=2)=[O:23])[C:18]([OH:20])=O)[CH:15]=[CH:14][CH:13]=[CH:12][CH:11]=1.CN(C(ON1N=NC2C=CC=NC1=2)=[N+](C)C)C.F[P-](F)(F)(F)(F)F.Cl.C[C@]12[C@H]3C[C@H](C3(C)C)C[C@H]1[O:58][B:59]([C@@H:61]([NH2:66])[CH2:62][CH:63]([CH3:65])[CH3:64])O2.C(N(CC)C(C)C)(C)C. The product is [O:8]1[CH2:7][CH2:2][NH:1][CH2:6][CH2:5][O:58][B:59]1[C@@H:61]([NH:66][C:18](=[O:20])[C@@H:17]([NH:21][C:22]([C:24]1[CH:29]=[N:28][CH:27]=[CH:26][N:25]=1)=[O:23])[CH2:16][C:10]1[CH:11]=[CH:12][CH:13]=[CH:14][CH:15]=1)[CH2:62][CH:63]([CH3:65])[CH3:64]. (5) The reactants are [F:1][C:2]1[CH:11]=[C:10]2[C:5]([CH:6]=[C:7](N)[CH:8]=[N:9]2)=[CH:4][C:3]=1[O:13][CH3:14].Cl.N([O-])=[O:17].[Na+].S(=O)(=O)(O)O.C(=O)([O-])O.[Na+]. The catalyst is O. The product is [F:1][C:2]1[CH:11]=[C:10]2[C:5]([CH:6]=[C:7]([OH:17])[CH:8]=[N:9]2)=[CH:4][C:3]=1[O:13][CH3:14]. The yield is 0.720. (6) The reactants are [C:1]([C:4]1[N:8]2[C:9](=[O:24])[CH:10]=[C:11]([CH2:13][N:14]([CH2:22][CH3:23])[C:15]3[CH:20]=[CH:19][C:18]([F:21])=[CH:17][CH:16]=3)[N:12]=[C:7]2[S:6][C:5]=1[CH3:25])(=[O:3])[CH3:2].[CH3:26][Mg]Br. The catalyst is O1CCCC1. The product is [CH2:22]([N:14]([CH2:13][C:11]1[N:12]=[C:7]2[S:6][C:5]([CH3:25])=[C:4]([C:1]([OH:3])([CH3:26])[CH3:2])[N:8]2[C:9](=[O:24])[CH:10]=1)[C:15]1[CH:20]=[CH:19][C:18]([F:21])=[CH:17][CH:16]=1)[CH3:23]. The yield is 0.520. (7) The reactants are [O:1]=[C:2]1[NH:7][C:6]2[CH:8]=[C:9]([CH2:12][N:13]3[CH2:18][CH2:17][N:16]([C:19]4[CH:27]=[CH:26][C:22]([C:23](O)=[O:24])=[CH:21][N:20]=4)[CH2:15][CH2:14]3)[CH:10]=[N:11][C:5]=2[N:4]2[CH2:28][CH2:29][CH2:30][CH2:31][C@@H:3]12.[CH2:32]([N:34](C(C)C)C(C)C)C.Cl.CN. The catalyst is CN(C=O)C. The product is [CH3:32][NH:34][C:23](=[O:24])[C:22]1[CH:26]=[CH:27][C:19]([N:16]2[CH2:15][CH2:14][N:13]([CH2:12][C:9]3[CH:10]=[N:11][C:5]4[N:4]5[CH2:28][CH2:29][CH2:30][CH2:31][C@H:3]5[C:2](=[O:1])[NH:7][C:6]=4[CH:8]=3)[CH2:18][CH2:17]2)=[N:20][CH:21]=1. The yield is 0.300. (8) The reactants are [F:1][C:2]([F:14])([F:13])[C:3]([C:5]1[CH:10]=[CH:9][CH:8]=[C:7]([O:11][CH3:12])[CH:6]=1)=O.Cl.[NH2:16][OH:17]. The catalyst is C(O)C.N1C=CC=CC=1. The product is [F:1][C:2]([F:14])([F:13])[C:3]([C:5]1[CH:10]=[CH:9][CH:8]=[C:7]([O:11][CH3:12])[CH:6]=1)=[N:16][OH:17]. The yield is 0.830. (9) The reactants are Cl[C:2]1[O:3][C:4]([C:7]2[N:8]([C:17]([O:19][C:20]([CH3:23])([CH3:22])[CH3:21])=[O:18])[C:9]3[C:14]([CH:15]=2)=[CH:13][C:12]([F:16])=[CH:11][CH:10]=3)=[CH:5][N:6]=1.[NH2:24][C:25]1[CH:26]=[C:27]([NH:31][S:32]([CH3:35])(=[O:34])=[O:33])[CH:28]=[CH:29][CH:30]=1. The catalyst is CC(O)C. The product is [F:16][C:12]1[CH:13]=[C:14]2[C:9](=[CH:10][CH:11]=1)[N:8]([C:17]([O:19][C:20]([CH3:23])([CH3:22])[CH3:21])=[O:18])[C:7]([C:4]1[O:3][C:2]([NH:24][C:25]3[CH:30]=[CH:29][CH:28]=[C:27]([NH:31][S:32]([CH3:35])(=[O:34])=[O:33])[CH:26]=3)=[N:6][CH:5]=1)=[CH:15]2. The yield is 0.250. (10) The reactants are [Br:1][C:2]1[CH:3]=[C:4]2[C:8](=[CH:9][CH:10]=1)[N:7](C(=O)C)[CH2:6][CH2:5]2.C([O-])([O-])=O.[Na+].[Na+]. The catalyst is Cl. The product is [Br:1][C:2]1[CH:3]=[C:4]2[C:8](=[CH:9][CH:10]=1)[NH:7][CH2:6][CH2:5]2. The yield is 0.550.